This data is from Forward reaction prediction with 1.9M reactions from USPTO patents (1976-2016). The task is: Predict the product of the given reaction. (1) Given the reactants [C:1]([O:5][C:6]([N:8]1[CH2:13][CH2:12][CH:11]([C:14]([OH:16])=O)[CH2:10][CH2:9]1)=[O:7])([CH3:4])([CH3:3])[CH3:2].O[N:18]1C2C=CC=CC=2N=N1.C(N(CC)CC)C.[N:34]1[CH:39]=[CH:38][CH:37]=[C:36]([CH2:40][CH2:41][CH2:42][CH:43](O)[CH2:44][CH2:45][CH2:46][C:47]2[CH:48]=[N:49][CH:50]=[CH:51][CH:52]=2)[CH:35]=1.Cl.CN(C)CCCN=C=NCC, predict the reaction product. The product is: [C:1]([O:5][C:6]([N:8]1[CH2:9][CH2:10][CH:11]([C:14](=[O:16])[NH:18][CH:43]([CH2:44][CH2:45][CH2:46][C:47]2[CH:48]=[N:49][CH:50]=[CH:51][CH:52]=2)[CH2:42][CH2:41][CH2:40][C:36]2[CH:35]=[N:34][CH:39]=[CH:38][CH:37]=2)[CH2:12][CH2:13]1)=[O:7])([CH3:2])([CH3:3])[CH3:4]. (2) Given the reactants [H][H].[O:3]=[C:4]1[CH:16](C(OC(C)(C)C)=O)[N:8]2[C:9]3[C:14]([CH:15]=[C:7]2[CH2:6][CH2:5]1)=[CH:13][CH:12]=[CH:11][CH:10]=3, predict the reaction product. The product is: [CH:13]1[CH:12]=[CH:11][CH:10]=[C:9]2[C:14]=1[CH:15]=[C:7]1[CH2:6][CH2:5][C:4](=[O:3])[CH2:16][N:8]12. (3) Given the reactants [CH:1]1([C:4]([NH:6][C:7]2[N:8]=[C:9]3[CH:14]=[CH:13][C:12]([O:15][C:16]4[CH:21]=[CH:20][C:19]([NH:22][C:23]([C:25]5[N+:26]([O-:39])=[C:27]([C:32]6[CH:37]=[CH:36][C:35]([F:38])=[CH:34][CH:33]=6)[C:28]([CH3:31])=[CH:29][CH:30]=5)=[O:24])=[CH:18][C:17]=4[F:40])=[CH:11][N:10]3[CH:41]=2)=[O:5])[CH2:3][CH2:2]1.[ClH:42], predict the reaction product. The product is: [ClH:42].[CH:1]1([C:4]([NH:6][C:7]2[N:8]=[C:9]3[CH:14]=[CH:13][C:12]([O:15][C:16]4[CH:21]=[CH:20][C:19]([NH:22][C:23]([C:25]5[N+:26]([O-:39])=[C:27]([C:32]6[CH:33]=[CH:34][C:35]([F:38])=[CH:36][CH:37]=6)[C:28]([CH3:31])=[CH:29][CH:30]=5)=[O:24])=[CH:18][C:17]=4[F:40])=[CH:11][N:10]3[CH:41]=2)=[O:5])[CH2:3][CH2:2]1.